From a dataset of Peptide-MHC class I binding affinity with 185,985 pairs from IEDB/IMGT. Regression. Given a peptide amino acid sequence and an MHC pseudo amino acid sequence, predict their binding affinity value. This is MHC class I binding data. The peptide sequence is LPPVVAKEI. The MHC is HLA-B35:03 with pseudo-sequence HLA-B35:03. The binding affinity (normalized) is 0.